This data is from NCI-60 drug combinations with 297,098 pairs across 59 cell lines. The task is: Regression. Given two drug SMILES strings and cell line genomic features, predict the synergy score measuring deviation from expected non-interaction effect. (1) Drug 1: C1CN1C2=NC(=NC(=N2)N3CC3)N4CC4. Drug 2: C(=O)(N)NO. Cell line: RXF 393. Synergy scores: CSS=6.23, Synergy_ZIP=-2.07, Synergy_Bliss=0.535, Synergy_Loewe=-9.98, Synergy_HSA=0.700. (2) Cell line: OVCAR-5. Synergy scores: CSS=-5.38, Synergy_ZIP=0.556, Synergy_Bliss=-1.90, Synergy_Loewe=-13.9, Synergy_HSA=-11.4. Drug 1: CC1=CC2C(CCC3(C2CCC3(C(=O)C)OC(=O)C)C)C4(C1=CC(=O)CC4)C. Drug 2: C1CN(CCN1C(=O)CCBr)C(=O)CCBr.